From a dataset of Full USPTO retrosynthesis dataset with 1.9M reactions from patents (1976-2016). Predict the reactants needed to synthesize the given product. (1) Given the product [NH2:38][C:39]1([CH2:44][NH:1][C:2]2[CH:3]=[C:4]([Cl:31])[CH:5]=[C:6]3[C:10]=2[NH:9][C:8]([C:11]([NH2:13])=[O:12])=[C:7]3[S:14]([N:17]2[CH2:22][CH2:21][O:20][C@H:19]([CH2:23][O:24][C:25]3[CH:26]=[CH:27][CH:28]=[CH:29][CH:30]=3)[CH2:18]2)(=[O:16])=[O:15])[CH2:43][CH2:42][CH2:41][CH2:40]1, predict the reactants needed to synthesize it. The reactants are: [NH2:1][C:2]1[CH:3]=[C:4]([Cl:31])[CH:5]=[C:6]2[C:10]=1[NH:9][C:8]([C:11]([NH2:13])=[O:12])=[C:7]2[S:14]([N:17]1[CH2:22][CH2:21][O:20][C@H:19]([CH2:23][O:24][C:25]2[CH:30]=[CH:29][CH:28]=[CH:27][CH:26]=2)[CH2:18]1)(=[O:16])=[O:15].C(OC(=O)[NH:38][C:39]1([CH:44]=O)[CH2:43][CH2:42][CH2:41][CH2:40]1)(C)(C)C. (2) Given the product [CH3:3][CH:2]([N:4]([C:14]([C@H:16]1[CH2:17][CH2:18][C@H:19]([C:22]([F:25])([F:24])[F:23])[CH2:20][CH2:21]1)=[O:15])[C:5]1[CH:9]=[C:8]([B:36]([OH:37])[OH:35])[S:7][C:6]=1[C:10]([O:12][CH3:13])=[O:11])[CH3:1], predict the reactants needed to synthesize it. The reactants are: [CH3:1][CH:2]([N:4]([C:14]([C@H:16]1[CH2:21][CH2:20][C@H:19]([C:22]([F:25])([F:24])[F:23])[CH2:18][CH2:17]1)=[O:15])[C:5]1[CH:9]=[CH:8][S:7][C:6]=1[C:10]([O:12][CH3:13])=[O:11])[CH3:3].[Li+].CC([N-]C(C)C)C.C[O:35][B:36](OC)[O:37]C.Cl. (3) Given the product [BrH:12].[Cl:11][C:8]1[CH:7]=[C:3]([C:4]([NH2:6])=[O:5])[C:2](=[NH:1])[N:10]([CH2:13][C:14]2[CH:19]=[C:18]([CH3:20])[CH:17]=[CH:16][C:15]=2[F:21])[CH:9]=1, predict the reactants needed to synthesize it. The reactants are: [NH2:1][C:2]1[N:10]=[CH:9][C:8]([Cl:11])=[CH:7][C:3]=1[C:4]([NH2:6])=[O:5].[Br:12][CH2:13][C:14]1[CH:19]=[C:18]([CH3:20])[CH:17]=[CH:16][C:15]=1[F:21]. (4) Given the product [CH3:23][O:24][C:25](=[O:31])[CH:26]([F:30])[C:27]([NH:38][C:35]1[CH:34]=[CH:33][C:32]([C:39]2[CH:44]=[CH:43][CH:42]=[CH:41][CH:40]=2)=[CH:37][CH:36]=1)=[O:28], predict the reactants needed to synthesize it. The reactants are: C1C=CC2N(O)N=NC=2C=1.CCN=C=NCCCN(C)C.Cl.[CH3:23][O:24][C:25](=[O:31])[CH:26]([F:30])[C:27](O)=[O:28].[C:32]1([C:39]2[CH:44]=[CH:43][CH:42]=[CH:41][CH:40]=2)[CH:37]=[CH:36][C:35]([NH2:38])=[CH:34][CH:33]=1. (5) The reactants are: Br[C:2]1[S:6][C:5]([C:7]([S:10]([NH2:13])(=[O:12])=[O:11])([CH3:9])[CH3:8])=[N:4][CH:3]=1.[N+:14]([C:17]1[CH:18]=[C:19]([NH:32][C:33]2[N:38]=[C:37]([C:39]([F:42])([F:41])[F:40])[CH:36]=[CH:35][N:34]=2)[CH:20]=[C:21](B2OC(C)(C)C(C)(C)O2)[CH:22]=1)([O-:16])=[O:15].C(Cl)Cl.C([O-])([O-])=O.[Na+].[Na+]. Given the product [N+:14]([C:17]1[CH:22]=[C:21]([C:2]2[S:6][C:5]([C:7]([S:10]([NH2:13])(=[O:12])=[O:11])([CH3:9])[CH3:8])=[N:4][CH:3]=2)[CH:20]=[C:19]([NH:32][C:33]2[N:38]=[C:37]([C:39]([F:42])([F:41])[F:40])[CH:36]=[CH:35][N:34]=2)[CH:18]=1)([O-:16])=[O:15], predict the reactants needed to synthesize it. (6) Given the product [Cl:1][C:2]1[CH:7]=[C:6]([Cl:8])[C:5]([NH:9][C:10]2[C:15]([F:16])=[CH:14][C:13]([F:17])=[CH:12][C:11]=2[Cl:18])=[CH:4][C:3]=1[C:19]([C:20](=[CH:29][N:30]([CH3:32])[CH3:31])[C:21]([O:23][CH2:24][CH3:25])=[O:22])=[O:26], predict the reactants needed to synthesize it. The reactants are: [Cl:1][C:2]1[CH:7]=[C:6]([Cl:8])[C:5]([NH:9][C:10]2[C:15]([F:16])=[CH:14][C:13]([F:17])=[CH:12][C:11]=2[Cl:18])=[CH:4][C:3]=1[C:19](=[O:26])[CH2:20][C:21]([O:23][CH2:24][CH3:25])=[O:22].CO[CH:29](OC)[N:30]([CH3:32])[CH3:31].